This data is from Full USPTO retrosynthesis dataset with 1.9M reactions from patents (1976-2016). The task is: Predict the reactants needed to synthesize the given product. (1) Given the product [CH2:1]([O:8][N:9]1[C:15](=[O:16])[N:14]2[CH2:17][C@@H:10]1[CH2:11][CH2:12][C@@H:13]2[C:18]([NH:23][N:22]([CH3:21])[C:24](=[O:27])[CH2:25][CH3:26])=[O:20])[C:2]1[CH:3]=[CH:4][CH:5]=[CH:6][CH:7]=1, predict the reactants needed to synthesize it. The reactants are: [CH2:1]([O:8][N:9]1[C:15](=[O:16])[N:14]2[CH2:17][C@H:10]1[CH2:11][CH2:12][C@H:13]2[C:18]([OH:20])=O)[C:2]1[CH:7]=[CH:6][CH:5]=[CH:4][CH:3]=1.[CH3:21][N:22]([C:24](=[O:27])[CH2:25][CH3:26])[NH2:23].ON1C2C=CC=CC=2N=N1.Cl.C(N=C=NCCCN(C)C)C. (2) Given the product [CH3:7][C:8]1[CH:13]=[C:12]([C:14]2[O:16][N:36]=[C:34]([C:31]3[CH:30]=[CH:29][C:28]([S:25]([NH2:24])(=[O:26])=[O:27])=[CH:33][CH:32]=3)[N:35]=2)[CH:11]=[CH:10][C:9]=1[C:17]1[CH:22]=[CH:21][CH:20]=[CH:19][C:18]=1[CH3:23], predict the reactants needed to synthesize it. The reactants are: C(Cl)(=O)C(Cl)=O.[CH3:7][C:8]1[CH:13]=[C:12]([C:14]([OH:16])=O)[CH:11]=[CH:10][C:9]=1[C:17]1[CH:22]=[CH:21][CH:20]=[CH:19][C:18]=1[CH3:23].[NH2:24][S:25]([C:28]1[CH:33]=[CH:32][C:31]([C:34](=[N:36]O)[NH2:35])=[CH:30][CH:29]=1)(=[O:27])=[O:26].C(C1C=CC(S(N)(=O)=O)=CC=1)#N.CCN(C(C)C)C(C)C. (3) Given the product [ClH:35].[C:27]([O:5][CH2:4][CH2:3][NH:2][CH3:1])(=[O:34])[C:28]1[CH:33]=[CH:32][CH:31]=[CH:30][CH:29]=1, predict the reactants needed to synthesize it. The reactants are: [CH3:1][NH:2][CH2:3][CH2:4][OH:5].C(OCC)(=O)C.C(OC(OC(C)(C)C)=O)(OC(C)(C)C)=O.[C:27]([Cl:35])(=[O:34])[C:28]1[CH:33]=[CH:32][CH:31]=[CH:30][CH:29]=1. (4) Given the product [Cl:1][C:2]1[CH:35]=[CH:34][CH:33]=[C:32]([C:36]([F:39])([F:37])[F:38])[C:3]=1[C:4]([N:6]1[C:14]2[C:9](=[CH:10][CH:11]=[C:12]([C:15]3[O:20][C:18]([CH2:19][OH:40])=[CH:17][N:16]=3)[CH:13]=2)[C:8]([C:21]2[CH:30]=[CH:29][C:24]([C:25]([OH:27])=[O:26])=[CH:23][C:22]=2[F:31])=[N:7]1)=[O:5], predict the reactants needed to synthesize it. The reactants are: [Cl:1][C:2]1[CH:35]=[CH:34][CH:33]=[C:32]([C:36]([F:39])([F:38])[F:37])[C:3]=1[C:4]([N:6]1[C:14]2[C:9](=[CH:10][CH:11]=[C:12]([C:15](=[O:20])[NH:16][CH2:17][C:18]#[CH:19])[CH:13]=2)[C:8]([C:21]2[CH:30]=[CH:29][C:24]([C:25]([O:27]C)=[O:26])=[CH:23][C:22]=2[F:31])=[N:7]1)=[O:5].[OH:40][Li].O. (5) Given the product [Br:1][C:2]1[CH:8]=[C:7]([Br:9])[CH:6]=[CH:5][C:3]=1[NH:4][C:14]([N:27]1[CH2:28][C@@H:23]([CH3:22])[N:24]([C:30]2[CH:37]=[CH:36][C:33]([C:34]#[N:35])=[C:32]([F:38])[CH:31]=2)[CH2:25][C@@H:26]1[CH3:29])=[O:20], predict the reactants needed to synthesize it. The reactants are: [Br:1][C:2]1[CH:8]=[C:7]([Br:9])[CH:6]=[CH:5][C:3]=1[NH2:4].ClC(Cl)(O[C:14](=[O:20])OC(Cl)(Cl)Cl)Cl.[CH3:22][C@H:23]1[CH2:28][NH:27][C@H:26]([CH3:29])[CH2:25][N:24]1[C:30]1[CH:37]=[CH:36][C:33]([C:34]#[N:35])=[C:32]([F:38])[CH:31]=1.C(N(CC)CC)C. (6) The reactants are: [C:1]([C:5]1[CH:33]=[C:8]2[N:9]=[C:10]([CH3:32])[C:11]([CH:24]([CH2:29][CH2:30][CH3:31])[C:25]([O:27]C)=[O:26])=[C:12]([C:13]3[CH:23]=[CH:22][C:16]4[O:17][CH2:18][CH2:19][CH2:20][O:21][C:15]=4[CH:14]=3)[N:7]2[N:6]=1)([CH3:4])([CH3:3])[CH3:2].[OH-].[Na+]. Given the product [C:1]([C:5]1[CH:33]=[C:8]2[N:9]=[C:10]([CH3:32])[C:11]([CH:24]([CH2:29][CH2:30][CH3:31])[C:25]([OH:27])=[O:26])=[C:12]([C:13]3[CH:23]=[CH:22][C:16]4[O:17][CH2:18][CH2:19][CH2:20][O:21][C:15]=4[CH:14]=3)[N:7]2[N:6]=1)([CH3:3])([CH3:4])[CH3:2], predict the reactants needed to synthesize it.